This data is from Full USPTO retrosynthesis dataset with 1.9M reactions from patents (1976-2016). The task is: Predict the reactants needed to synthesize the given product. (1) Given the product [C:17]([C:12]1[CH:13]=[C:14]2[C:9](=[C:10]([F:21])[CH:11]=1)[C:8](=[O:22])[N:7]([CH2:6][C:5]1[CH:23]=[CH:24][C:2]([C:32]3[CH:31]=[CH:30][N:29]=[C:28]([O:27][CH3:26])[CH:33]=3)=[CH:3][C:4]=1[F:25])[N:16]=[CH:15]2)([CH3:20])([CH3:19])[CH3:18], predict the reactants needed to synthesize it. The reactants are: Br[C:2]1[CH:24]=[CH:23][C:5]([CH2:6][N:7]2[N:16]=[CH:15][C:14]3[C:9](=[C:10]([F:21])[CH:11]=[C:12]([C:17]([CH3:20])([CH3:19])[CH3:18])[CH:13]=3)[C:8]2=[O:22])=[C:4]([F:25])[CH:3]=1.[CH3:26][O:27][C:28]1[CH:33]=[C:32](B(O)O)[CH:31]=[CH:30][N:29]=1. (2) Given the product [CH2:14]([C:13]1[C:12]([O:11][C:9](=[O:10])[C:8]=1[CH2:1][C:2]1[CH:3]=[CH:4][CH:5]=[CH:6][CH:7]=1)=[O:21])[C:15]1[CH:16]=[CH:17][CH:18]=[CH:19][CH:20]=1, predict the reactants needed to synthesize it. The reactants are: [CH2:1]([C@H:8]1[C@H:13]([CH2:14][C:15]2[CH:20]=[CH:19][CH:18]=[CH:17][CH:16]=2)[C:12](=[O:21])[O:11][C:9]1=[O:10])[C:2]1[CH:7]=[CH:6][CH:5]=[CH:4][CH:3]=1.C(N(CC)CC)C.C[Si](OS(C(F)(F)F)(=O)=O)(C)C.BrBr. (3) The reactants are: [C:1]([C:3]1[CH:4]=[CH:5][C:6](F)=[C:7]([CH2:9][S:10]([Cl:13])(=[O:12])=[O:11])[CH:8]=1)#[N:2].C(SCC1C=C(C=C([F:28])C=1)C#N)(=O)C.C(SCC1C=C(C=CC=1F)C#N)(=O)C. Given the product [C:1]([C:3]1[CH:8]=[C:7]([CH2:9][S:10]([Cl:13])(=[O:12])=[O:11])[CH:6]=[C:5]([F:28])[CH:4]=1)#[N:2], predict the reactants needed to synthesize it. (4) Given the product [Cl:7][C:8]1[CH:9]=[CH:10][C:11]([S:14]([N:1]2[CH2:6][CH2:5][CH2:4][CH2:3][CH2:2]2)(=[O:16])=[O:15])=[CH:12][N:13]=1, predict the reactants needed to synthesize it. The reactants are: [NH:1]1[CH2:6][CH2:5][CH2:4][CH2:3][CH2:2]1.[Cl:7][C:8]1[N:13]=[CH:12][C:11]([S:14](Cl)(=[O:16])=[O:15])=[CH:10][CH:9]=1. (5) Given the product [Br:1][C:2]1[CH:3]=[CH:4][C:5]2[O:14][CH2:13][CH2:12][N:11]3[C:7](=[N:8][C:9]([C:19]4[CH:18]=[N:17][CH:22]=[CH:21][CH:20]=4)=[CH:10]3)[C:6]=2[CH:16]=1, predict the reactants needed to synthesize it. The reactants are: [Br:1][C:2]1[CH:3]=[CH:4][C:5]2[O:14][CH2:13][CH2:12][N:11]3[C:7](=[N:8][C:9](I)=[CH:10]3)[C:6]=2[CH:16]=1.[N:17]1[CH:22]=[CH:21][CH:20]=[C:19](B(O)O)[CH:18]=1.[F-].[K+]. (6) Given the product [CH2:1]([O:8][C:9]1[CH:14]=[CH:13][N:12]([C:15]2[CH:16]=[CH:17][C:18]3[C:19]4[CH2:28][N:27]([CH:31]5[CH2:36][CH2:35][N:34]([C:37]([O:39][C:40]([CH3:43])([CH3:42])[CH3:41])=[O:38])[CH2:33][CH2:32]5)[CH2:26][CH2:25][C:20]=4[N:21]([CH3:24])[C:22]=3[CH:23]=2)[C:11](=[O:29])[CH:10]=1)[C:2]1[CH:3]=[CH:4][CH:5]=[CH:6][CH:7]=1, predict the reactants needed to synthesize it. The reactants are: [CH2:1]([O:8][C:9]1[CH:14]=[CH:13][N:12]([C:15]2[CH:16]=[CH:17][C:18]3[C:19]4[CH2:28][NH:27][CH2:26][CH2:25][C:20]=4[N:21]([CH3:24])[C:22]=3[CH:23]=2)[C:11](=[O:29])[CH:10]=1)[C:2]1[CH:7]=[CH:6][CH:5]=[CH:4][CH:3]=1.O=[C:31]1[CH2:36][CH2:35][N:34]([C:37]([O:39][C:40]([CH3:43])([CH3:42])[CH3:41])=[O:38])[CH2:33][CH2:32]1. (7) Given the product [Cl:1][C:2]1[CH:3]=[C:4]2[C:8](=[CH:9][CH:10]=1)[NH:7][C:6]([C:11]([N:31]1[CH2:30][CH2:29][NH:28][CH:27]([CH3:26])[CH2:32]1)=[O:13])=[CH:5]2, predict the reactants needed to synthesize it. The reactants are: [Cl:1][C:2]1[CH:3]=[C:4]2[C:8](=[CH:9][CH:10]=1)[NH:7][C:6]([C:11]([OH:13])=O)=[CH:5]2.Cl.CN(C)CCCN=C=NCC.[CH3:26][CH:27]1[CH2:32][NH:31][CH2:30][CH2:29][NH:28]1.